Dataset: NCI-60 drug combinations with 297,098 pairs across 59 cell lines. Task: Regression. Given two drug SMILES strings and cell line genomic features, predict the synergy score measuring deviation from expected non-interaction effect. Synergy scores: CSS=11.9, Synergy_ZIP=-1.15, Synergy_Bliss=-2.86, Synergy_Loewe=-27.5, Synergy_HSA=-1.02. Cell line: 786-0. Drug 2: C1=CC(=CC=C1C#N)C(C2=CC=C(C=C2)C#N)N3C=NC=N3. Drug 1: CCC1=CC2CC(C3=C(CN(C2)C1)C4=CC=CC=C4N3)(C5=C(C=C6C(=C5)C78CCN9C7C(C=CC9)(C(C(C8N6C)(C(=O)OC)O)OC(=O)C)CC)OC)C(=O)OC.C(C(C(=O)O)O)(C(=O)O)O.